Dataset: Catalyst prediction with 721,799 reactions and 888 catalyst types from USPTO. Task: Predict which catalyst facilitates the given reaction. Reactant: [NH2:1][CH2:2][C:3]1[C:8]([CH2:9][CH3:10])=[N:7][C:6]2[N:11]([CH2:14][CH3:15])[N:12]=[CH:13][C:5]=2[C:4]=1[NH:16][CH:17]1[CH2:22][CH2:21][O:20][CH2:19][CH2:18]1.[OH:23][CH2:24][CH2:25][CH2:26][CH2:27][CH2:28][CH2:29][CH2:30][CH2:31][C:32]1[CH:40]=[CH:39][C:35]([C:36](O)=[O:37])=[CH:34][CH:33]=1.F[P-](F)(F)(F)(F)F.N1(O[P+](N2CCCC2)(N2CCCC2)N2CCCC2)C2C=CC=CC=2N=N1.C(N(CC)C(C)C)(C)C. Product: [CH2:14]([N:11]1[C:6]2=[N:7][C:8]([CH2:9][CH3:10])=[C:3]([CH2:2][NH:1][C:36](=[O:37])[C:35]3[CH:34]=[CH:33][C:32]([CH2:31][CH2:30][CH2:29][CH2:28][CH2:27][CH2:26][CH2:25][CH2:24][OH:23])=[CH:40][CH:39]=3)[C:4]([NH:16][CH:17]3[CH2:18][CH2:19][O:20][CH2:21][CH2:22]3)=[C:5]2[CH:13]=[N:12]1)[CH3:15]. The catalyst class is: 9.